Dataset: Forward reaction prediction with 1.9M reactions from USPTO patents (1976-2016). Task: Predict the product of the given reaction. (1) Given the reactants [Cl:1][C:2]1[N:3]=[C:4](Cl)[C:5]2[CH:11]=[C:10]([Cl:12])[CH:9]=[N:8][C:6]=2[N:7]=1.[OH-].[Na+].C([OH:20])CCC, predict the reaction product. The product is: [Cl:1][C:2]1[N:3]=[C:4]([OH:20])[C:5]2[CH:11]=[C:10]([Cl:12])[CH:9]=[N:8][C:6]=2[N:7]=1. (2) Given the reactants [F:1][C:2]1[CH:7]=[CH:6][CH:5]=[C:4]([F:8])[C:3]=1[N:9]1[C:17]2[CH:16]=[CH:15][N:14]=[C:13]([O:18][CH3:19])[C:12]=2[C:11]([C:20]2[CH:25]=[CH:24][C:23]([N:26]3[CH2:31][CH2:30][NH:29][CH2:28][CH2:27]3)=[CH:22][CH:21]=2)=[N:10]1.C(N(CC)CC)C.[CH3:39][S:40](Cl)(=[O:42])=[O:41], predict the reaction product. The product is: [F:1][C:2]1[CH:7]=[CH:6][CH:5]=[C:4]([F:8])[C:3]=1[N:9]1[C:17]2[CH:16]=[CH:15][N:14]=[C:13]([O:18][CH3:19])[C:12]=2[C:11]([C:20]2[CH:21]=[CH:22][C:23]([N:26]3[CH2:27][CH2:28][N:29]([S:40]([CH3:39])(=[O:42])=[O:41])[CH2:30][CH2:31]3)=[CH:24][CH:25]=2)=[N:10]1. (3) Given the reactants C[O:2][C:3]1[CH:8]=[C:7]([O:9][CH3:10])[CH:6]=[CH:5][C:4]=1[C:11]([C:13]1[CH:18]=[CH:17][C:16]([F:19])=[CH:15][CH:14]=1)=[O:12].[I-].[Na+].[Al+3].[Cl-].[Cl-].[Cl-], predict the reaction product. The product is: [F:19][C:16]1[CH:15]=[CH:14][C:13]([C:11]([C:4]2[CH:5]=[CH:6][C:7]([O:9][CH3:10])=[CH:8][C:3]=2[OH:2])=[O:12])=[CH:18][CH:17]=1.